Task: Predict which catalyst facilitates the given reaction.. Dataset: Catalyst prediction with 721,799 reactions and 888 catalyst types from USPTO (1) Reactant: Cl.[S:2]1[CH:6]=[CH:5][CH:4]=[C:3]1[CH2:7][CH2:8][NH:9][CH:10]([C:14]1[CH:19]=[CH:18][CH:17]=[CH:16][C:15]=1[Cl:20])[C:11]([NH2:13])=[O:12].O.[OH-].[Na+]. Product: [S:2]1[CH:6]=[CH:5][CH:4]=[C:3]1[CH2:7][CH2:8][NH:9][CH:10]([C:14]1[CH:19]=[CH:18][CH:17]=[CH:16][C:15]=1[Cl:20])[C:11]([NH2:13])=[O:12]. The catalyst class is: 26. (2) Reactant: [CH2:1]=[C:2]1[C:14](=[O:15])[C:13]2[C:12]3[C:7](=[CH:8][CH:9]=[CH:10][CH:11]=3)[N:6]([CH2:16][CH2:17][CH2:18][CH2:19][CH2:20][C:21]([O:23][CH2:24][CH3:25])=[O:22])[C:5]=2[CH2:4][CH2:3]1.[CH3:26][C:27]1[NH:28][CH:29]=[CH:30][N:31]=1. Product: [CH3:26][C:27]1[N:28]([CH2:1][CH:2]2[C:14](=[O:15])[C:13]3[C:12]4[C:7](=[CH:8][CH:9]=[CH:10][CH:11]=4)[N:6]([CH2:16][CH2:17][CH2:18][CH2:19][CH2:20][C:21]([O:23][CH2:24][CH3:25])=[O:22])[C:5]=3[CH2:4][CH2:3]2)[CH:29]=[CH:30][N:31]=1. The catalyst class is: 11. (3) Reactant: [C:1]([CH2:3][C:4]([NH:6][C:7]1[CH:16]=[C:15]2[C:10]([CH:11]=[C:12]([C:20]3[C:21]([F:37])=[CH:22][C:23]([F:36])=[C:24]([NH:26][C:27](=[O:35])OC4C=CC=CC=4)[CH:25]=3)[C:13](=[O:19])[N:14]2[CH2:17][CH3:18])=[CH:9][N:8]=1)=[O:5])#[N:2].[NH2:38][C:39]1[CH:44]=[CH:43][CH:42]=[CH:41][CH:40]=1. Product: [C:1]([CH2:3][C:4]([NH:6][C:7]1[CH:16]=[C:15]2[C:10]([CH:11]=[C:12]([C:20]3[CH:25]=[C:24]([NH:26][C:27]([NH:38][C:39]4[CH:44]=[CH:43][CH:42]=[CH:41][CH:40]=4)=[O:35])[C:23]([F:36])=[CH:22][C:21]=3[F:37])[C:13](=[O:19])[N:14]2[CH2:17][CH3:18])=[CH:9][N:8]=1)=[O:5])#[N:2]. The catalyst class is: 16. (4) Reactant: [F:1][C:2]1[C:7]([C:8]2[CH:13]=[CH:12][CH:11]=[C:10]([CH3:14])[CH:9]=2)=[C:6]([CH:15]([O:29][CH2:30][CH2:31][OH:32])[C@@H:16]2[CH2:21][CH2:20][CH2:19][N:18]([C:22]([O:24][C:25]([CH3:28])([CH3:27])[CH3:26])=[O:23])[CH2:17]2)[CH:5]=[CH:4][CH:3]=1.CCN(CC)CC.[CH3:40][S:41](Cl)(=[O:43])=[O:42].O. Product: [F:1][C:2]1[C:7]([C:8]2[CH:13]=[CH:12][CH:11]=[C:10]([CH3:14])[CH:9]=2)=[C:6]([CH:15]([O:29][CH2:30][CH2:31][O:32][S:41]([CH3:40])(=[O:43])=[O:42])[C@@H:16]2[CH2:21][CH2:20][CH2:19][N:18]([C:22]([O:24][C:25]([CH3:26])([CH3:27])[CH3:28])=[O:23])[CH2:17]2)[CH:5]=[CH:4][CH:3]=1. The catalyst class is: 2. (5) Reactant: [N+:1]([C:4]1[CH:5]=[C:6]2[C:11](=[CH:12][CH:13]=1)[NH:10][C:9](=O)[NH:8][C:7]2=O)([O-:3])=[O:2].P(Cl)(Cl)([Cl:18])=O.[CH3:21][N:22]([CH3:24])[NH2:23]. Product: [Cl:18][C:9]1[N:8]=[C:7]([NH:23][N:22]([CH3:24])[CH3:21])[C:6]2[C:11](=[CH:12][CH:13]=[C:4]([N+:1]([O-:3])=[O:2])[CH:5]=2)[N:10]=1. The catalyst class is: 6. (6) Reactant: CC1C=CC(S(O[C@H:12]2[CH2:16][CH2:15][O:14][CH2:13]2)(=O)=O)=CC=1.[Cl:17][C:18]1[CH:23]=[CH:22][C:21]([C@:24]2([O:33][C@H:32]([CH2:34][OH:35])[C@@H:30]([OH:31])[C@H:28]([OH:29])[C@H:26]2[OH:27])[OH:25])=[CH:20][C:19]=1[CH2:36][C:37]1[CH:42]=[CH:41][C:40]([OH:43])=[CH:39][CH:38]=1.C(=O)([O-])[O-].[Cs+].[Cs+]. Product: [Cl:17][C:18]1[CH:23]=[CH:22][C:21]([C@:24]2([O:33][C@H:32]([CH2:34][OH:35])[C@@H:30]([OH:31])[C@H:28]([OH:29])[C@H:26]2[OH:27])[OH:25])=[CH:20][C:19]=1[CH2:36][C:37]1[CH:38]=[CH:39][C:40]([O:43][C@@H:12]2[CH2:16][CH2:15][O:14][CH2:13]2)=[CH:41][CH:42]=1. The catalyst class is: 391. (7) Reactant: [NH:1]1[CH2:5][CH2:4][CH:3]([OH:6])[CH2:2]1.[CH3:7][O:8][C:9]1[CH:10]=[C:11]([CH:14]=[CH:15][CH:16]=1)[CH:12]=O.C(O[BH-](OC(=O)C)OC(=O)C)(=O)C.[Na+].C(O)(=O)C.C(=O)(O)[O-].[Na+]. Product: [CH3:7][O:8][C:9]1[CH:10]=[C:11]([CH:14]=[CH:15][CH:16]=1)[CH2:12][N:1]1[CH2:5][CH2:4][CH:3]([OH:6])[CH2:2]1. The catalyst class is: 26. (8) Reactant: [CH2:1]([O:3][C:4](=[O:20])[C:5]1[CH:10]=[C:9]([O:11][C:12]([F:15])([F:14])[F:13])[C:8]([Br:16])=[CH:7][C:6]=1[N+:17]([O-])=O)[CH3:2].C(OC(=O)C1C=C(OC(F)(F)F)C(C=C)=CC=1N)C. Product: [CH2:1]([O:3][C:4](=[O:20])[C:5]1[CH:10]=[C:9]([O:11][C:12]([F:15])([F:13])[F:14])[C:8]([Br:16])=[CH:7][C:6]=1[NH2:17])[CH3:2]. The catalyst class is: 292. (9) Product: [Br:1][C:2]1[CH:3]=[CH:4][C:5]([C:9]([OH:11])=[O:10])=[N:6][C:7]=1[O:18][CH2:17][C:13]1([CH3:12])[CH2:16][O:15][CH2:14]1. The catalyst class is: 39. Reactant: [Br:1][C:2]1[CH:3]=[CH:4][C:5]([C:9]([OH:11])=[O:10])=[N:6][C:7]=1Cl.[CH3:12][C:13]1([CH2:17][OH:18])[CH2:16][O:15][CH2:14]1.[H-].[Na+].Cl.